This data is from Forward reaction prediction with 1.9M reactions from USPTO patents (1976-2016). The task is: Predict the product of the given reaction. (1) Given the reactants [CH3:1][O:2][C:3]1[C:8]2[S:9][CH:10]=[CH:11][C:7]=2[CH:6]=[CH:5][CH:4]=1.[Br:12][C:13]1[CH:14]=[CH:15][C:16]([Cl:21])=[C:17]([CH:20]=1)[CH:18]=O, predict the reaction product. The product is: [Br:12][C:13]1[CH:14]=[CH:15][C:16]([Cl:21])=[C:17]([CH2:18][C:10]2[S:9][C:8]3[C:3]([O:2][CH3:1])=[CH:4][CH:5]=[CH:6][C:7]=3[CH:11]=2)[CH:20]=1. (2) Given the reactants [CH:1]([C:4]1[CH:9]=[CH:8][C:7]([CH:10]2[C:14]3[C:15]([CH3:35])=[C:16]([NH:26][C:27](=[O:34])OCC(Cl)(Cl)Cl)[C:17]([CH3:25])=[C:18]([C:19]4[CH:24]=[CH:23][CH:22]=[CH:21][CH:20]=4)[C:13]=3[O:12][CH2:11]2)=[CH:6][CH:5]=1)([CH3:3])[CH3:2].[NH2:36][CH2:37][CH:38]([OH:40])[CH3:39], predict the reaction product. The product is: [OH:40][CH:38]([CH3:39])[CH2:37][NH:36][C:27]([NH:26][C:16]1[C:17]([CH3:25])=[C:18]([C:19]2[CH:24]=[CH:23][CH:22]=[CH:21][CH:20]=2)[C:13]2[O:12][CH2:11][CH:10]([C:7]3[CH:8]=[CH:9][C:4]([CH:1]([CH3:3])[CH3:2])=[CH:5][CH:6]=3)[C:14]=2[C:15]=1[CH3:35])=[O:34]. (3) The product is: [OH:38][C@@H:36]([CH3:37])[C:34]([N:1]1[CH2:6][CH2:5][CH2:4][C@@H:3]([NH:7][C:8]([C:10]2[C:14]3[N:15]=[CH:16][N:17]=[C:18]([C:19]4[C:27]5[O:26][CH2:25][O:24][C:23]=5[CH:22]=[CH:21][C:20]=4[O:28][CH2:29][CH:30]4[CH2:31][CH2:32]4)[C:13]=3[NH:12][CH:11]=2)=[O:9])[CH2:2]1)=[O:35]. Given the reactants [NH:1]1[CH2:6][CH2:5][CH2:4][C@@H:3]([NH:7][C:8]([C:10]2[C:14]3[N:15]=[CH:16][N:17]=[C:18]([C:19]4[C:27]5[O:26][CH2:25][O:24][C:23]=5[CH:22]=[CH:21][C:20]=4[O:28][CH2:29][CH:30]4[CH2:32][CH2:31]4)[C:13]=3[NH:12][CH:11]=2)=[O:9])[CH2:2]1.Cl[C:34]([C@@H:36]([O:38]C(=O)C)[CH3:37])=[O:35], predict the reaction product. (4) Given the reactants [N:1]1[CH:6]=[CH:5][CH:4]=[CH:3][C:2]=1[C:7]1[N:11]=[C:10]([C:12]2[CH:17]=[C:16]([OH:18])[CH:15]=[C:14]([C:19]#[N:20])[CH:13]=2)[O:9][N:8]=1.C(=O)([O-])[O-].[K+].[K+].[CH3:27][O:28][CH2:29][CH2:30]Cl, predict the reaction product. The product is: [N:1]1[CH:6]=[CH:5][CH:4]=[CH:3][C:2]=1[C:7]1[N:11]=[C:10]([C:12]2[CH:17]=[C:16]([O:18][CH2:30][CH2:29][O:28][CH3:27])[CH:15]=[C:14]([C:19]#[N:20])[CH:13]=2)[O:9][N:8]=1. (5) Given the reactants [C:1]([O:5][C:6]([N:8]1[C:12]2=[C:13]([N+:28]([O-])=O)[C:14]([NH:19][C:20]3[CH:25]=[CH:24][C:23]([I:26])=[CH:22][C:21]=3[F:27])=[C:15]([CH3:18])[C:16](=[O:17])[N:11]2[CH2:10][CH2:9]1)=[O:7])([CH3:4])([CH3:3])[CH3:2].[NH4+].[Cl-].C(OC(=O)C)C, predict the reaction product. The product is: [C:1]([O:5][C:6]([N:8]1[C:12]2=[C:13]([NH2:28])[C:14]([NH:19][C:20]3[CH:25]=[CH:24][C:23]([I:26])=[CH:22][C:21]=3[F:27])=[C:15]([CH3:18])[C:16](=[O:17])[N:11]2[CH2:10][CH2:9]1)=[O:7])([CH3:2])([CH3:3])[CH3:4].